Dataset: Forward reaction prediction with 1.9M reactions from USPTO patents (1976-2016). Task: Predict the product of the given reaction. (1) Given the reactants C(=O)C1C=CC=CC=1.[NH2:9][CH2:10][C@@H:11]([CH3:32])[O:12][C:13]1[CH:22]=[CH:21][CH:20]=[C:19]2[C:14]=1[C:15]([NH:23][C:24]1[CH:29]=[CH:28][C:27]([OH:30])=[C:26]([Cl:31])[CH:25]=1)=[N:16][CH:17]=[N:18]2.C(=O)([O-])[O-].[K+].[K+].Cl.[N:40]1[CH:45]=[CH:44][CH:43]=[CH:42][C:41]=1[CH2:46]Cl.O1CCOCCOCCOCCOCCOCC1, predict the reaction product. The product is: [NH2:9][CH2:10][C@@H:11]([CH3:32])[O:12][C:13]1[CH:22]=[CH:21][CH:20]=[C:19]2[C:14]=1[C:15]([NH:23][C:24]1[CH:29]=[CH:28][C:27]([O:30][CH2:46][C:41]3[CH:42]=[CH:43][CH:44]=[CH:45][N:40]=3)=[C:26]([Cl:31])[CH:25]=1)=[N:16][CH:17]=[N:18]2. (2) Given the reactants C(=O)([O-])O.[Na+].Cl.[NH2:7][OH:8].[CH3:9][C:10]1[C:11]([C:22]#[N:23])=[N:12][CH:13]=[N:14][C:15]=1[C:16]1[CH:21]=[CH:20][CH:19]=[CH:18][CH:17]=1, predict the reaction product. The product is: [CH3:9][C:10]1[C:11]([C:22](=[N:7][OH:8])[NH2:23])=[N:12][CH:13]=[N:14][C:15]=1[C:16]1[CH:21]=[CH:20][CH:19]=[CH:18][CH:17]=1.